This data is from Reaction yield outcomes from USPTO patents with 853,638 reactions. The task is: Predict the reaction yield, written as a fraction of the theoretical maximum amount of product (1.0 means a 100% yield; for example, 0.34 means a 34% yield). (1) The reactants are [NH2:1][C:2](=O)[C@@H:3]([NH:8][C:9](=[O:15])[O:10][C:11]([CH3:14])([CH3:13])[CH3:12])[CH2:4][CH:5]1[CH2:7][CH2:6]1.C(N(CC)CC)C.FC(F)(F)C(OC(=O)C(F)(F)F)=O. The catalyst is C(Cl)Cl. The product is [C:2]([C@@H:3]([NH:8][C:9](=[O:15])[O:10][C:11]([CH3:13])([CH3:12])[CH3:14])[CH2:4][CH:5]1[CH2:7][CH2:6]1)#[N:1]. The yield is 0.970. (2) The yield is 0.900. The product is [C:1]([C:3]1[C:17]([CH3:18])=[CH:16][C:6]([O:7][CH2:8][C:9]([OH:11])=[O:10])=[C:5]([CH:19]([CH3:21])[CH3:20])[CH:4]=1)#[N:2]. The catalyst is ClCCl. The reactants are [C:1]([C:3]1[C:17]([CH3:18])=[CH:16][C:6]([O:7][CH2:8][C:9]([O:11]C(C)(C)C)=[O:10])=[C:5]([CH:19]([CH3:21])[CH3:20])[CH:4]=1)#[N:2].FC(F)(F)C(O)=O. (3) The reactants are C(O[C:4](=S)[S:5][C:6]1[CH:11]=[C:10]([C:12]([F:15])([F:14])[F:13])[CH:9]=[C:8]([Br:16])[CH:7]=1)C.[OH-].[K+].[CH2:20](Br)C.C([O-])([O-])=O.[K+].[K+]. The catalyst is O.CCO. The product is [Br:16][C:8]1[CH:9]=[C:10]([C:12]([F:15])([F:14])[F:13])[CH:11]=[C:6]([S:5][CH2:4][CH3:20])[CH:7]=1. The yield is 0.450. (4) The reactants are [Cl:1][C:2]1[C:7]([C:8]2[CH:9]=[N:10][C:11]([N:14]3[CH2:19][CH2:18][C:17]([CH3:25])([C:20]([O:22]CC)=[O:21])[CH2:16][CH2:15]3)=[N:12][CH:13]=2)=[CH:6][N:5]2[C:26]([CH2:30][C:31]3[CH:36]=[CH:35][CH:34]=[CH:33][C:32]=3[O:37][CH:38]([F:40])[F:39])=[C:27]([CH3:29])[N:28]=[C:4]2[CH:3]=1.[OH-].[Na+:42]. The catalyst is C1COCC1.CO. The product is [Cl:1][C:2]1[C:7]([C:8]2[CH:9]=[N:10][C:11]([N:14]3[CH2:19][CH2:18][C:17]([CH3:25])([C:20]([O-:22])=[O:21])[CH2:16][CH2:15]3)=[N:12][CH:13]=2)=[CH:6][N:5]2[C:26]([CH2:30][C:31]3[CH:36]=[CH:35][CH:34]=[CH:33][C:32]=3[O:37][CH:38]([F:40])[F:39])=[C:27]([CH3:29])[N:28]=[C:4]2[CH:3]=1.[Na+:42]. The yield is 0.970. (5) The reactants are [C:1]([O-:4])(=[O:3])[CH3:2].[Na+].N(OC(C)(C)C)=O.N[C@@H:14]([CH2:18][CH3:19])[C:15]([OH:17])=[O:16]. The catalyst is C(O)(=O)C. The product is [C:1]([O:4][C@@H:14]([CH2:18][CH3:19])[C:15]([OH:17])=[O:16])(=[O:3])[CH3:2]. The yield is 0.600. (6) The reactants are [NH:1]1[CH2:5][CH2:4][CH2:3][C@H:2]1[C:6]([OH:8])=[O:7].O.C([O-])([O-])=O.[Na+].[Na+].[CH:16]1[CH:21]=[CH:20][C:19]([CH2:22][O:23][C:24](Cl)=[O:25])=[CH:18][CH:17]=1. The catalyst is C1COCC1. The product is [CH2:22]([O:23][C:24]([N:1]1[CH2:5][CH2:4][CH2:3][C@H:2]1[C:6]([OH:8])=[O:7])=[O:25])[C:19]1[CH:20]=[CH:21][CH:16]=[CH:17][CH:18]=1. The yield is 0.697.